This data is from Peptide-MHC class I binding affinity with 185,985 pairs from IEDB/IMGT. The task is: Regression. Given a peptide amino acid sequence and an MHC pseudo amino acid sequence, predict their binding affinity value. This is MHC class I binding data. (1) The peptide sequence is YTKHSMLTNA. The MHC is HLA-A02:02 with pseudo-sequence HLA-A02:02. The binding affinity (normalized) is 0.236. (2) The peptide sequence is AQEDDQYVF. The MHC is HLA-B15:01 with pseudo-sequence HLA-B15:01. The binding affinity (normalized) is 0.594. (3) The peptide sequence is IRSCWRYRK. The MHC is HLA-A30:01 with pseudo-sequence HLA-A30:01. The binding affinity (normalized) is 0.423.